Task: Regression/Classification. Given a drug SMILES string, predict its toxicity properties. Task type varies by dataset: regression for continuous values (e.g., LD50, hERG inhibition percentage) or binary classification for toxic/non-toxic outcomes (e.g., AMES mutagenicity, cardiotoxicity, hepatotoxicity). Dataset: herg_karim.. Dataset: hERG potassium channel inhibition data for cardiac toxicity prediction from Karim et al. (1) The compound is CNC(CC#N)C1CCN(c2c(F)cc3c(=O)c(C(=O)O)cn(C4CC4)c3c2OC)C1. The result is 0 (non-blocker). (2) The drug is O=C(CC1CCN(Cc2ccn(-c3ccc(C(F)(F)F)cc3)c2)CC1)NC(c1ccccc1)c1cnc[nH]1. The result is 0 (non-blocker). (3) The drug is Cc1nnc([C@]2(c3cnn(C)c3)N[C@@H](c3nc(-c4ccc(F)cn4)c[nH]3)Cc3c2[nH]c2ccccc32)o1. The result is 1 (blocker). (4) The molecule is CC1(C(F)(F)F)NCCc2c1oc1cc(S(=O)(=O)c3cccc(F)c3)ccc21. The result is 0 (non-blocker). (5) The molecule is O=C1NC(=O)[C@@H](c2cn3c4c(cccc24)CCC3)[C@@H]1c1c[nH]c2ccccc12. The result is 0 (non-blocker). (6) The drug is CC#CCn1c(N2CCC[C@@H](N)C2)cc(=O)n(Cc2ccc3ccc(Cl)cc3n2)c1=O. The result is 0 (non-blocker). (7) The result is 0 (non-blocker). The drug is CN(c1cccnc1)c1ncccc1CC(c1cccnc1)c1cccnc1.